Dataset: Reaction yield outcomes from USPTO patents with 853,638 reactions. Task: Predict the reaction yield, written as a fraction of the theoretical maximum amount of product (1.0 means a 100% yield; for example, 0.34 means a 34% yield). (1) The yield is 0.910. The product is [Br:13][C:14]1[CH:22]=[CH:21][C:17]([C:18]([NH:36][S:33]([C:23]2[CH:28]=[CH:27][CH:26]=[CH:25][C:24]=2[S:29](=[O:31])(=[O:30])[NH2:32])(=[O:35])=[O:34])=[O:20])=[CH:16][N:15]=1. The reactants are Cl.CN(C)CCCN=C=NCC.[Br:13][C:14]1[CH:22]=[CH:21][C:17]([C:18]([OH:20])=O)=[CH:16][N:15]=1.[C:23]1([S:33]([NH2:36])(=[O:35])=[O:34])[C:24]([S:29]([NH2:32])(=[O:31])=[O:30])=[CH:25][CH:26]=[CH:27][CH:28]=1.O. The catalyst is CN(C)C1C=CN=CC=1.CN(C)C=O. (2) The reactants are [CH2:1]([C:4]1([S:7]([NH:10][C:11]2[C:16]([CH3:17])=[CH:15][C:14]([F:18])=[C:13]([F:19])[C:12]=2[NH:20][C:21]2[CH:26]=[CH:25][C:24]([I:27])=[CH:23][C:22]=2[F:28])(=[O:9])=[O:8])[CH2:6][CH2:5]1)C=C.C[N+]1([O-])CC[O:33]CC1.CCO[C:40]([CH3:42])=[O:41]. The catalyst is C1COCC1.O.[Os](=O)(=O)(=O)=O. The product is [F:19][C:13]1[C:12]([NH:20][C:21]2[CH:26]=[CH:25][C:24]([I:27])=[CH:23][C:22]=2[F:28])=[C:11]([NH:10][S:7]([C:4]2([CH2:1][CH:40]([OH:41])[CH2:42][OH:33])[CH2:6][CH2:5]2)(=[O:9])=[O:8])[C:16]([CH3:17])=[CH:15][C:14]=1[F:18]. The yield is 0.680. (3) The reactants are [F:1][C:2]([F:15])([F:14])[O:3][C:4]1[CH:9]=[CH:8][C:7]([S:10](Cl)(=[O:12])=[O:11])=[CH:6][CH:5]=1.Cl.[NH:17]1[CH2:22][CH2:21][CH:20](/[CH:23]=[CH:24]/[C:25]([O:27][CH2:28][CH3:29])=[O:26])[CH2:19][CH2:18]1. The catalyst is N1C=CC=CC=1. The product is [F:1][C:2]([F:15])([F:14])[O:3][C:4]1[CH:9]=[CH:8][C:7]([S:10]([N:17]2[CH2:22][CH2:21][CH:20](/[CH:23]=[CH:24]/[C:25]([O:27][CH2:28][CH3:29])=[O:26])[CH2:19][CH2:18]2)(=[O:12])=[O:11])=[CH:6][CH:5]=1. The yield is 0.990.